The task is: Predict the reactants needed to synthesize the given product.. This data is from Full USPTO retrosynthesis dataset with 1.9M reactions from patents (1976-2016). Given the product [O:22]=[C:17]1[CH2:18][CH2:19][C:20](=[O:21])[N:16]1[O:10][C:9]([C:8]1[CH:7]=[C:6]([CH3:12])[N:5]([CH3:13])[C:4](=[O:14])[C:3]=1[O:2][CH3:1])=[O:11], predict the reactants needed to synthesize it. The reactants are: [CH3:1][O:2][C:3]1[C:4](=[O:14])[N:5]([CH3:13])[C:6]([CH3:12])=[CH:7][C:8]=1[C:9]([OH:11])=[O:10].O[N:16]1[C:20](=[O:21])[CH2:19][CH2:18][C:17]1=[O:22].Cl.CN(C)CCCN=C=NCC.